This data is from CYP3A4 inhibition data for predicting drug metabolism from PubChem BioAssay. The task is: Regression/Classification. Given a drug SMILES string, predict its absorption, distribution, metabolism, or excretion properties. Task type varies by dataset: regression for continuous measurements (e.g., permeability, clearance, half-life) or binary classification for categorical outcomes (e.g., BBB penetration, CYP inhibition). Dataset: cyp3a4_veith. (1) The molecule is Cc1cccc(Cn2cnc3c(NS(C)(=O)=O)c(C)c(C)cc32)c1. The result is 1 (inhibitor). (2) The molecule is Cc1ccc(NC(=O)NNC(=O)Cn2nc(-c3ccccc3)c(-c3ccccc3)c(C#N)c2=O)cc1. The result is 0 (non-inhibitor). (3) The molecule is O.O=C(O)[C@H]1[C@@H](O)CC[C@H]2CN3CCc4c([nH]c5ccccc45)[C@@H]3C[C@H]21. The result is 0 (non-inhibitor). (4) The drug is COC(=O)C/C=C\[C@@H](C)[C@@H](/C=N\O[C@@H](C)c1cn([C@H]2COC[C@H]2O)nn1)OC. The result is 0 (non-inhibitor).